Dataset: Catalyst prediction with 721,799 reactions and 888 catalyst types from USPTO. Task: Predict which catalyst facilitates the given reaction. (1) Reactant: Br[CH2:2][CH2:3][CH2:4][O:5][C:6]1[CH:11]=[CH:10][C:9]([Cl:12])=[CH:8][C:7]=1[N+:13]([O-:15])=[O:14].[C:16]([O-:19])([O-])=O.[K+].[K+].[Cl:22][C:23]1[CH:35]=[CH:34][C:26]([O:27][CH:28]2[CH2:33][CH2:32][NH:31][CH2:30][CH2:29]2)=[CH:25][CH:24]=1. Product: [Cl:12][C:9]1[C:10]([O:19][CH3:16])=[CH:11][C:6]([O:5][CH2:4][CH2:3][CH2:2][N:31]2[CH2:30][CH2:29][CH:28]([O:27][C:26]3[CH:34]=[CH:35][C:23]([Cl:22])=[CH:24][CH:25]=3)[CH2:33][CH2:32]2)=[C:7]([N+:13]([O-:15])=[O:14])[CH:8]=1. The catalyst class is: 18. (2) Reactant: [C:1]([O:5][C@@H:6]([C:12]1[C:37]([CH3:38])=[N:36][C:35]2=[CH:39][C:32]3=[N:33][N:34]2[C:13]=1[N:14]1[CH2:42][CH2:41][C:17]([CH3:43])([O:18][CH2:19][CH2:20][CH2:21][CH2:22][C:23]2[CH:24]=[C:25]([CH3:40])[CH:26]=[CH:27][C:28]=2[CH2:29][O:30][CH2:31]3)[CH2:16][CH2:15]1)[C:7]([O:9]CC)=[O:8])([CH3:4])([CH3:3])[CH3:2].[OH-].[Na+]. Product: [C:1]([O:5][C@@H:6]([C:12]1[C:37]([CH3:38])=[N:36][C:35]2=[CH:39][C:32]3=[N:33][N:34]2[C:13]=1[N:14]1[CH2:15][CH2:16][C:17]([CH3:43])([O:18][CH2:19][CH2:20][CH2:21][CH2:22][C:23]2[CH:24]=[C:25]([CH3:40])[CH:26]=[CH:27][C:28]=2[CH2:29][O:30][CH2:31]3)[CH2:41][CH2:42]1)[C:7]([OH:9])=[O:8])([CH3:4])([CH3:2])[CH3:3]. The catalyst class is: 14. (3) Reactant: [C:1]([C:5]1[N:13]=[C:12]2[CH:8]([N:9]=[CH:10][NH:11]2)[C:7](=O)[N:6]=1)([CH3:4])([CH3:3])[CH3:2].CN(C=O)C.O=S(Cl)[Cl:22]. Product: [C:1]([C:5]1[N:13]=[C:12]2[C:8]([N:9]=[CH:10][NH:11]2)=[C:7]([Cl:22])[N:6]=1)([CH3:4])([CH3:3])[CH3:2]. The catalyst class is: 22.